Dataset: Reaction yield outcomes from USPTO patents with 853,638 reactions. Task: Predict the reaction yield, written as a fraction of the theoretical maximum amount of product (1.0 means a 100% yield; for example, 0.34 means a 34% yield). (1) The reactants are N[C:2]1[CH:3]=[C:4]([C:8]2[CH:13]=[CH:12][C:11]([CH:14]([N:22]([CH3:39])[C:23](=[O:38])[CH2:24][N:25]3[C:30]4[CH:31]=[C:32]([Cl:36])[C:33]([Cl:35])=[CH:34][C:29]=4[O:28][CH2:27][C:26]3=[O:37])[CH2:15][N:16]3[CH2:21][CH2:20][O:19][CH2:18][CH2:17]3)=[CH:10][CH:9]=2)[CH:5]=[CH:6][CH:7]=1.[CH2:40]([S:42](Cl)(=[O:44])=[O:43])[CH3:41].C([N:48](CC)CC)C. The catalyst is ClCCl. The product is [Cl:36][C:32]1[C:33]([Cl:35])=[CH:34][C:29]2[O:28][CH2:27][C:26](=[O:37])[N:25]([CH2:24][C:23]([N:22]([CH:14]([C:11]3[CH:10]=[CH:9][C:8]([C:4]4[CH:5]=[CH:6][CH:7]=[CH:2][CH:3]=4)=[CH:13][C:12]=3[NH:48][S:42]([CH2:40][CH3:41])(=[O:44])=[O:43])[CH2:15][N:16]3[CH2:21][CH2:20][O:19][CH2:18][CH2:17]3)[CH3:39])=[O:38])[C:30]=2[CH:31]=1. The yield is 0.330. (2) The reactants are Cl.[NH2:2][C@H:3]([C:14]([O:16][CH3:17])=[O:15])[CH2:4][C:5]1[C:13]2[C:8](=[CH:9][CH:10]=[CH:11][CH:12]=2)[NH:7][CH:6]=1.C(N(CC)CC)C.[O:25]1[C:29]2[CH:30]=[CH:31][CH:32]=[CH:33][C:28]=2[CH:27]=[C:26]1[C:34](O)=[O:35].CCN=C=NCCCN(C)C.Cl. The catalyst is C(Cl)Cl. The product is [O:25]1[C:29]2[CH:30]=[CH:31][CH:32]=[CH:33][C:28]=2[CH:27]=[C:26]1[C:34]([NH:2][C@H:3]([C:14]([O:16][CH3:17])=[O:15])[CH2:4][C:5]1[C:13]2[C:8](=[CH:9][CH:10]=[CH:11][CH:12]=2)[NH:7][CH:6]=1)=[O:35]. The yield is 0.980. (3) The reactants are [CH3:1][C:2]1[CH:7]=[C:6]([CH3:8])[N:5]2[N:9]=[C:10]([CH2:12]O)[N:11]=[C:4]2[N:3]=1.N1C=CC=CC=1.S(Cl)([Cl:22])=O. The catalyst is ClCCl.O. The product is [Cl:22][CH2:12][C:10]1[N:11]=[C:4]2[N:3]=[C:2]([CH3:1])[CH:7]=[C:6]([CH3:8])[N:5]2[N:9]=1. The yield is 0.400. (4) The reactants are [C:1]([NH:4][CH2:5][CH2:6][CH:7]1[C:15]2[C:10](=[CH:11][CH:12]=[C:13]([NH:17][C:18](=[O:25])[C:19]3[CH:24]=[CH:23][CH:22]=[CH:21][CH:20]=3)[C:14]=2O)[CH2:9][CH2:8]1)(=[O:3])[CH3:2].C1(C)C=CC(S([O-])(=O)=O)=CC=1.[NH+]1C=CC=CC=1. The catalyst is C1(C)C(C)=CC=CC=1. The product is [C:19]1([C:18]2[O:25][C:14]3[C:15]4[CH:7]([CH2:6][CH2:5][NH:4][C:1](=[O:3])[CH3:2])[CH2:8][CH2:9][C:10]=4[CH:11]=[CH:12][C:13]=3[N:17]=2)[CH:24]=[CH:23][CH:22]=[CH:21][CH:20]=1. The yield is 0.820. (5) The reactants are C([NH:4][C:5]1[N:6]=[C:7]([N:16]2[CH2:21][CH2:20][O:19][CH2:18][CH2:17]2)[C:8]2[N:14]=[C:13]([Cl:15])[CH:12]=[CH:11][C:9]=2[N:10]=1)(=O)C.C([O-])([O-])=O.[K+].[K+]. The catalyst is CO.O. The product is [NH2:4][C:5]1[N:6]=[C:7]([N:16]2[CH2:17][CH2:18][O:19][CH2:20][CH2:21]2)[C:8]2[N:14]=[C:13]([Cl:15])[CH:12]=[CH:11][C:9]=2[N:10]=1. The yield is 0.980. (6) The reactants are [C:1]([C:4]1[CH:9]=[CH:8][C:7]([CH:10]2[O:15][CH2:14][CH2:13][N:12]([C:16]([O:18][C:19]([CH3:22])([CH3:21])[CH3:20])=[O:17])[CH2:11]2)=[CH:6][CH:5]=1)(=[O:3])[CH3:2].[Li].C[Si]([N-][Si](C)(C)C)(C)C.[Cl:33][C:34]1[CH:42]=[CH:41][C:37]([C:38](Cl)=[O:39])=[CH:36][CH:35]=1. The catalyst is C1COCC1. The product is [Cl:33][C:34]1[CH:42]=[CH:41][C:37]([C:38](=[O:39])[CH2:2][C:1]([C:4]2[CH:5]=[CH:6][C:7]([CH:10]3[O:15][CH2:14][CH2:13][N:12]([C:16]([O:18][C:19]([CH3:22])([CH3:21])[CH3:20])=[O:17])[CH2:11]3)=[CH:8][CH:9]=2)=[O:3])=[CH:36][CH:35]=1. The yield is 0.700. (7) The reactants are [CH3:1][O:2][C:3]1[CH:8]=[CH:7][C:6]([C:9]2([C:12](O)=[O:13])[CH2:11][CH2:10]2)=[CH:5][CH:4]=1.[H-].[Al+3].[Li+].[H-].[H-].[H-].Cl.CN1CCOCC1. The catalyst is O1CCCC1.[Ru]([O-])(=O)(=O)=O.C([N+](CCC)(CCC)CCC)CC.O. The product is [CH3:1][O:2][C:3]1[CH:8]=[CH:7][C:6]([C:9]2([CH:12]=[O:13])[CH2:11][CH2:10]2)=[CH:5][CH:4]=1. The yield is 0.840. (8) The reactants are [CH3:1][CH2:2][CH:3]([C:8]([O:10][CH2:11][CH3:12])=[O:9])[C:4]([O:6][CH3:7])=[O:5].[H-].[Na+].Cl.Cl[CH2:17][C:18]1[CH:23]=[CH:22][N:21]=[CH:20][CH:19]=1.[CH3:24]N(C=O)C. No catalyst specified. The product is [N:21]1[CH:22]=[CH:23][C:18]([CH2:17][CH:2]([CH:3]([C:4]([O:6][CH2:7][CH3:24])=[O:5])[C:8]([O:10][CH2:11][CH3:12])=[O:9])[CH3:1])=[CH:19][CH:20]=1. The yield is 0.681.